Task: Regression. Given two drug SMILES strings and cell line genomic features, predict the synergy score measuring deviation from expected non-interaction effect.. Dataset: NCI-60 drug combinations with 297,098 pairs across 59 cell lines (1) Drug 1: CCCS(=O)(=O)NC1=C(C(=C(C=C1)F)C(=O)C2=CNC3=C2C=C(C=N3)C4=CC=C(C=C4)Cl)F. Drug 2: COC1=C(C=C2C(=C1)N=CN=C2NC3=CC(=C(C=C3)F)Cl)OCCCN4CCOCC4. Cell line: TK-10. Synergy scores: CSS=39.7, Synergy_ZIP=5.72, Synergy_Bliss=6.27, Synergy_Loewe=0.394, Synergy_HSA=7.97. (2) Drug 1: C1CCC(CC1)NC(=O)N(CCCl)N=O. Drug 2: C1CCC(C(C1)N)N.C(=O)(C(=O)[O-])[O-].[Pt+4]. Cell line: MCF7. Synergy scores: CSS=25.6, Synergy_ZIP=-11.5, Synergy_Bliss=-5.96, Synergy_Loewe=-34.7, Synergy_HSA=-4.69. (3) Drug 1: CC1=C(C=C(C=C1)NC(=O)C2=CC=C(C=C2)CN3CCN(CC3)C)NC4=NC=CC(=N4)C5=CN=CC=C5. Drug 2: C1=NC(=NC(=O)N1C2C(C(C(O2)CO)O)O)N. Cell line: MCF7. Synergy scores: CSS=0.690, Synergy_ZIP=-1.51, Synergy_Bliss=-3.06, Synergy_Loewe=-11.6, Synergy_HSA=-8.91. (4) Drug 1: C(CC(=O)O)C(=O)CN.Cl. Drug 2: C1=CN(C=N1)CC(O)(P(=O)(O)O)P(=O)(O)O. Cell line: MDA-MB-231. Synergy scores: CSS=7.23, Synergy_ZIP=-1.73, Synergy_Bliss=2.38, Synergy_Loewe=-2.98, Synergy_HSA=-0.159. (5) Drug 1: CC1=C(N=C(N=C1N)C(CC(=O)N)NCC(C(=O)N)N)C(=O)NC(C(C2=CN=CN2)OC3C(C(C(C(O3)CO)O)O)OC4C(C(C(C(O4)CO)O)OC(=O)N)O)C(=O)NC(C)C(C(C)C(=O)NC(C(C)O)C(=O)NCCC5=NC(=CS5)C6=NC(=CS6)C(=O)NCCC[S+](C)C)O. Cell line: SN12C. Synergy scores: CSS=44.3, Synergy_ZIP=-3.48, Synergy_Bliss=-4.40, Synergy_Loewe=-4.77, Synergy_HSA=-1.55. Drug 2: CCCCC(=O)OCC(=O)C1(CC(C2=C(C1)C(=C3C(=C2O)C(=O)C4=C(C3=O)C=CC=C4OC)O)OC5CC(C(C(O5)C)O)NC(=O)C(F)(F)F)O.